This data is from Merck oncology drug combination screen with 23,052 pairs across 39 cell lines. The task is: Regression. Given two drug SMILES strings and cell line genomic features, predict the synergy score measuring deviation from expected non-interaction effect. (1) Drug 1: CCC1(O)CC2CN(CCc3c([nH]c4ccccc34)C(C(=O)OC)(c3cc4c(cc3OC)N(C)C3C(O)(C(=O)OC)C(OC(C)=O)C5(CC)C=CCN6CCC43C65)C2)C1. Drug 2: CS(=O)(=O)CCNCc1ccc(-c2ccc3ncnc(Nc4ccc(OCc5cccc(F)c5)c(Cl)c4)c3c2)o1. Cell line: A427. Synergy scores: synergy=-34.9. (2) Drug 1: CCN(CC)CCNC(=O)c1c(C)[nH]c(C=C2C(=O)Nc3ccc(F)cc32)c1C. Drug 2: C#Cc1cccc(Nc2ncnc3cc(OCCOC)c(OCCOC)cc23)c1. Cell line: SW620. Synergy scores: synergy=2.03. (3) Drug 1: O=S1(=O)NC2(CN1CC(F)(F)F)C1CCC2Cc2cc(C=CCN3CCC(C(F)(F)F)CC3)ccc2C1. Drug 2: N#Cc1ccc(Cn2cncc2CN2CCN(c3cccc(Cl)c3)C(=O)C2)cc1. Cell line: LNCAP. Synergy scores: synergy=4.84. (4) Drug 1: CCC1=CC2CN(C1)Cc1c([nH]c3ccccc13)C(C(=O)OC)(c1cc3c(cc1OC)N(C)C1C(O)(C(=O)OC)C(OC(C)=O)C4(CC)C=CCN5CCC31C54)C2. Drug 2: NC1(c2ccc(-c3nc4ccn5c(=O)[nH]nc5c4cc3-c3ccccc3)cc2)CCC1. Cell line: MDAMB436. Synergy scores: synergy=8.79. (5) Drug 1: N#Cc1ccc(Cn2cncc2CN2CCN(c3cccc(Cl)c3)C(=O)C2)cc1. Drug 2: NC(=O)c1cccc2cn(-c3ccc(C4CCCNC4)cc3)nc12. Cell line: HT29. Synergy scores: synergy=12.3. (6) Drug 1: O=C(CCCCCCC(=O)Nc1ccccc1)NO. Drug 2: CCC1(O)C(=O)OCc2c1cc1n(c2=O)Cc2cc3c(CN(C)C)c(O)ccc3nc2-1. Cell line: MSTO. Synergy scores: synergy=20.4. (7) Drug 1: CCN(CC)CCNC(=O)c1c(C)[nH]c(C=C2C(=O)Nc3ccc(F)cc32)c1C. Drug 2: C=CCn1c(=O)c2cnc(Nc3ccc(N4CCN(C)CC4)cc3)nc2n1-c1cccc(C(C)(C)O)n1. Cell line: EFM192B. Synergy scores: synergy=-7.80. (8) Drug 1: CC(C)CC(NC(=O)C(Cc1ccccc1)NC(=O)c1cnccn1)B(O)O. Drug 2: CNC(=O)c1cc(Oc2ccc(NC(=O)Nc3ccc(Cl)c(C(F)(F)F)c3)cc2)ccn1. Cell line: SKMES1. Synergy scores: synergy=-18.7. (9) Drug 1: COC12C(COC(N)=O)C3=C(C(=O)C(C)=C(N)C3=O)N1CC1NC12. Drug 2: CCN(CC)CCNC(=O)c1c(C)[nH]c(C=C2C(=O)Nc3ccc(F)cc32)c1C. Cell line: T47D. Synergy scores: synergy=-10.4.